This data is from Forward reaction prediction with 1.9M reactions from USPTO patents (1976-2016). The task is: Predict the product of the given reaction. Given the reactants [CH2:1]([O:8][C:9]1[N:10]=[N:11][C:12](Cl)=[CH:13][C:14]=1[O:15][CH2:16][C:17]1[CH:22]=[CH:21][CH:20]=[CH:19][CH:18]=1)[C:2]1[CH:7]=[CH:6][CH:5]=[CH:4][CH:3]=1.C1(P(C2CCCCC2)C2C=CC=CC=2C2C(C(C)C)=CC(C(C)C)=CC=2C(C)C)CCCCC1.[Br-].[F:59][C:60]1[CH:67]=[CH:66][C:63]([CH2:64][Zn+])=[CH:62][CH:61]=1, predict the reaction product. The product is: [CH2:1]([O:8][C:9]1[N:10]=[N:11][C:12]([CH2:64][C:63]2[CH:66]=[CH:67][C:60]([F:59])=[CH:61][CH:62]=2)=[CH:13][C:14]=1[O:15][CH2:16][C:17]1[CH:22]=[CH:21][CH:20]=[CH:19][CH:18]=1)[C:2]1[CH:7]=[CH:6][CH:5]=[CH:4][CH:3]=1.